From a dataset of Reaction yield outcomes from USPTO patents with 853,638 reactions. Predict the reaction yield, written as a fraction of the theoretical maximum amount of product (1.0 means a 100% yield; for example, 0.34 means a 34% yield). (1) The reactants are Cl[C:2]1[N:7]=[CH:6][N:5]=[C:4]([NH:8][C:9]2[CH:10]=[C:11]([CH:16]=[CH:17][C:18]=2[CH3:19])[C:12]([NH:14][CH3:15])=[O:13])[CH:3]=1.[CH2:20]([NH2:25])[C:21]([CH3:24])([CH3:23])[CH3:22]. The catalyst is CS(C)=O. The product is [CH3:22][C:21]([CH3:24])([CH3:23])[CH2:20][NH:25][C:2]1[N:7]=[CH:6][N:5]=[C:4]([NH:8][C:9]2[CH:10]=[C:11]([CH:16]=[CH:17][C:18]=2[CH3:19])[C:12]([NH:14][CH3:15])=[O:13])[CH:3]=1. The yield is 0.990. (2) The reactants are Br[C:2]1[CH:3]=[C:4]([C:8]2[N:9]=[C:10]([NH:13][C:14](=[O:16])[CH3:15])[NH:11][CH:12]=2)[CH:5]=[CH:6][CH:7]=1.C(=O)([O-])[O-].[Cs+].[Cs+].[C:23]1(B(O)O)[CH:28]=[CH:27][CH:26]=[CH:25][CH:24]=1. The catalyst is C1(P(C2C=CC=CC=2)C2C=CC=CC=2)C=CC=CC=1.C1(P(C2C=CC=CC=2)C2C=CC=CC=2)C=CC=CC=1.C1(P(C2C=CC=CC=2)C2C=CC=CC=2)C=CC=CC=1.C1(P(C2C=CC=CC=2)C2C=CC=CC=2)C=CC=CC=1.[Pd].O1CCOCC1. The product is [C:2]1([C:23]2[CH:28]=[CH:27][CH:26]=[CH:25][CH:24]=2)[CH:7]=[CH:6][CH:5]=[C:4]([C:8]2[N:9]=[C:10]([NH:13][C:14](=[O:16])[CH3:15])[NH:11][CH:12]=2)[CH:3]=1. The yield is 0.220. (3) The reactants are [NH:1]1[CH2:6][CH2:5][O:4][CH2:3][CH2:2]1.Cl.C(N=C=NCCCN(C)C)C.[CH3:19][O:20][C:21]1[C:22](=[O:45])[C:23]([CH3:44])=[C:24]([CH2:30][C:31]2[CH:32]=[CH:33][C:34]([O:40][CH:41]([CH3:43])[CH3:42])=[C:35]([CH:39]=2)[C:36](O)=[O:37])[C:25](=[O:29])[C:26]=1[O:27][CH3:28]. The catalyst is C(Cl)Cl. The product is [CH3:19][O:20][C:21]1[C:22](=[O:45])[C:23]([CH3:44])=[C:24]([CH2:30][C:31]2[CH:32]=[CH:33][C:34]([O:40][CH:41]([CH3:42])[CH3:43])=[C:35]([CH:39]=2)[C:36]([N:1]2[CH2:6][CH2:5][O:4][CH2:3][CH2:2]2)=[O:37])[C:25](=[O:29])[C:26]=1[O:27][CH3:28]. The yield is 0.340. (4) The reactants are C([O:3][C:4]([C:6]1[CH:7]([C:20]([F:23])([F:22])[F:21])[O:8][C:9]2[C:14]([CH:15]=1)=[CH:13][C:12]([Cl:16])=[CH:11][C:10]=2[C:17]#[C:18][CH3:19])=[O:5])C.C1COCC1.CCO.O.Cl. The catalyst is O. The product is [Cl:16][C:12]1[CH:13]=[C:14]2[C:9](=[C:10]([C:17]#[C:18][CH3:19])[CH:11]=1)[O:8][CH:7]([C:20]([F:23])([F:21])[F:22])[C:6]([C:4]([OH:5])=[O:3])=[CH:15]2. The yield is 0.160. (5) The reactants are [Cl:1][C:2]1[CH:3]=[C:4]([CH:8]=[CH:9][C:10]=1[C:11]([N:13]1[CH2:17][CH:16]=[CH:15][CH2:14]1)=[O:12])[C:5]([OH:7])=O.CN(C(ON1N=NC2C=CC=CC1=2)=[N+](C)C)C.[B-](F)(F)(F)F.C(N(C(C)C)CC)(C)C.[Cl:49][C:50]1[CH:61]=[CH:60][C:53]2[NH:54][C:55]([C@@H:57]([NH2:59])[CH3:58])=[N:56][C:52]=2[CH:51]=1.ClCl. The catalyst is O1CCCC1.ClCCl.C(O)C. The product is [Cl:1][C:2]1[CH:3]=[C:4]([CH:8]=[CH:9][C:10]=1[C:11]([N:13]1[CH2:17][CH:16]=[CH:15][CH2:14]1)=[O:12])[C:5]([NH:59][C@H:57]([C:55]1[NH:54][C:53]2[CH:60]=[CH:61][C:50]([Cl:49])=[CH:51][C:52]=2[N:56]=1)[CH3:58])=[O:7]. The yield is 1.00. (6) The reactants are [C:1]([C:5]1[CH:10]=[CH:9][C:8]([C:11]2[NH:25][C:14]3=[N:15][CH:16]=[CH:17][C:18]([N:19]4[CH2:24][CH2:23][NH:22][CH2:21][CH2:20]4)=[C:13]3[N:12]=2)=[CH:7][CH:6]=1)([CH3:4])([CH3:3])[CH3:2].[CH2:26]([C:28]1[NH:29][C:30]([CH3:35])=[C:31]([CH:33]=O)[N:32]=1)[CH3:27].C(O[BH-](OC(=O)C)OC(=O)C)(=O)C.[Na+]. The catalyst is CN1C(=O)CCC1. The product is [C:1]([C:5]1[CH:10]=[CH:9][C:8]([C:11]2[NH:25][C:14]3=[N:15][CH:16]=[CH:17][C:18]([N:19]4[CH2:20][CH2:21][N:22]([CH2:35][C:30]5[N:29]=[C:28]([CH2:26][CH3:27])[NH:32][C:31]=5[CH3:33])[CH2:23][CH2:24]4)=[C:13]3[N:12]=2)=[CH:7][CH:6]=1)([CH3:4])([CH3:2])[CH3:3]. The yield is 0.330. (7) The reactants are [CH3:1][O:2]/[N:3]=[C:4](/[C:15]1[CH:20]=[CH:19][CH:18]=[CH:17][CH:16]=1)\[CH2:5][O:6][C:7]1[CH:12]=[CH:11][C:10]([CH2:13][OH:14])=[CH:9][CH:8]=1.[C:21]([C:23]([C:31]1[CH:36]=[CH:35][C:34](O)=[CH:33][CH:32]=1)([CH3:30])[CH2:24][C:25]([O:27]CC)=[O:26])#[N:22]. No catalyst specified. The product is [C:21]([C:23]([C:31]1[CH:36]=[CH:35][C:34]([O:14][CH2:13][C:10]2[CH:11]=[CH:12][C:7]([O:6][CH2:5]/[C:4](=[N:3]\[O:2][CH3:1])/[C:15]3[CH:20]=[CH:19][CH:18]=[CH:17][CH:16]=3)=[CH:8][CH:9]=2)=[CH:33][CH:32]=1)([CH3:30])[CH2:24][C:25]([OH:27])=[O:26])#[N:22]. The yield is 0.575. (8) The reactants are Br[CH2:2][N:3]1[C:12]2[C:7](=[CH:8][CH:9]=[CH:10][N:11]=2)[CH:6]=[C:5]([C:13]([O:15][CH3:16])=[O:14])[C:4]1=[O:17].[CH2:18]([SH:20])[CH3:19].C(=O)([O-])[O-].[K+].[K+].O. The catalyst is CN(C)C=O. The product is [CH2:18]([S:20][CH2:2][N:3]1[C:12]2[C:7](=[CH:8][CH:9]=[CH:10][N:11]=2)[CH:6]=[C:5]([C:13]([O:15][CH3:16])=[O:14])[C:4]1=[O:17])[CH3:19]. The yield is 1.00. (9) The reactants are [NH2:1][C:2]1[CH:3]=[N:4][CH:5]=[CH:6][C:7]=1[CH3:8].[Li][CH:10](CC)[CH3:11].C(OCC)(=O)C.[NH4+].[Cl-]. The catalyst is C1COCC1.CO. The product is [CH3:10][C:11]1[NH:1][C:2]2=[CH:3][N:4]=[CH:5][CH:6]=[C:7]2[CH:8]=1. The yield is 0.735. (10) The reactants are [Br:1][C:2]1[CH:7]=[C:6]([F:8])[CH:5]=[CH:4][C:3]=1[OH:9].C(=O)([O-])[O-].[K+].[K+].[CH2:16](Br)[C:17]1[CH:22]=[CH:21][CH:20]=[CH:19][CH:18]=1.[Cl-].[Na+]. The catalyst is [I-].C([N+](CCCC)(CCCC)CCCC)CCC.C(OCC)(=O)C.CN(C)C=O. The product is [CH2:16]([O:9][C:3]1[CH:4]=[CH:5][C:6]([F:8])=[CH:7][C:2]=1[Br:1])[C:17]1[CH:22]=[CH:21][CH:20]=[CH:19][CH:18]=1. The yield is 0.900.